The task is: Predict which catalyst facilitates the given reaction.. This data is from Catalyst prediction with 721,799 reactions and 888 catalyst types from USPTO. (1) Reactant: [O:1]1[C:5]2([CH2:10][CH2:9][NH:8][CH2:7][CH2:6]2)[O:4][CH2:3][CH2:2]1.Cl[C:12]1[N:17]=[CH:16][C:15]([CH2:18][CH3:19])=[CH:14][N:13]=1.CN(C)C=O.O1CCOCC1. Product: [CH2:18]([C:15]1[CH:14]=[N:13][C:12]([N:8]2[CH2:9][CH2:10][C:5]3([O:4][CH2:3][CH2:2][O:1]3)[CH2:6][CH2:7]2)=[N:17][CH:16]=1)[CH3:19]. The catalyst class is: 66. (2) Reactant: [Li]CCCC.Br[C:7]1[N:8]=[C:9]([C:21]([CH3:24])([CH3:23])[CH3:22])[N:10](COCC[Si](C)(C)C)[C:11]=1[Br:12].[Cl:25][C:26]1[N:31]=[CH:30][CH:29]=[CH:28][N:27]=1. Product: [Br:12][C:11]1[N:10]=[C:9]([C:21]([CH3:22])([CH3:23])[CH3:24])[NH:8][C:7]=1[C:28]1[CH:29]=[CH:30][N:31]=[C:26]([Cl:25])[N:27]=1. The catalyst class is: 725. (3) Reactant: C(OC([N:8]1[CH2:13][CH2:12][C:11]2[N:14]([CH3:41])[C:15]([C:34]3[CH:39]=[CH:38][N:37]=[C:36]([NH2:40])[N:35]=3)=[C:16]([C:17]3[CH:22]=[CH:21][CH:20]=[C:19]([NH:23][S:24]([C:27]4[CH:32]=[CH:31][CH:30]=[C:29]([F:33])[CH:28]=4)(=[O:26])=[O:25])[CH:18]=3)[C:10]=2[C:9]1=[O:42])=O)(C)(C)C. Product: [NH2:40][C:36]1[N:35]=[C:34]([C:15]2[N:14]([CH3:41])[C:11]3[CH2:12][CH2:13][NH:8][C:9](=[O:42])[C:10]=3[C:16]=2[C:17]2[CH:18]=[C:19]([NH:23][S:24]([C:27]3[CH:32]=[CH:31][CH:30]=[C:29]([F:33])[CH:28]=3)(=[O:25])=[O:26])[CH:20]=[CH:21][CH:22]=2)[CH:39]=[CH:38][N:37]=1. The catalyst class is: 89. (4) Reactant: [Cl:1][C:2]1[CH:3]=[C:4]2[C:9](=[C:10]([Cl:12])[CH:11]=1)[CH2:8][N:7]([CH3:13])[CH2:6][C@H:5]2[C:14]1[CH:19]=[CH:18][CH:17]=[CH:16][C:15]=1[NH2:20].C1COCC1.[Cl:26][CH2:27][CH2:28][CH2:29][C:30](Cl)=[O:31]. Product: [Cl:26][CH2:27][CH2:28][CH2:29][C:30]([NH:20][C:15]1[CH:16]=[CH:17][CH:18]=[CH:19][C:14]=1[C@H:5]1[C:4]2[C:9](=[C:10]([Cl:12])[CH:11]=[C:2]([Cl:1])[CH:3]=2)[CH2:8][N:7]([CH3:13])[CH2:6]1)=[O:31]. The catalyst class is: 66.